This data is from Forward reaction prediction with 1.9M reactions from USPTO patents (1976-2016). The task is: Predict the product of the given reaction. (1) Given the reactants BrCCBr.Cl[Si](C)(C)C.I[CH:11]1[CH2:14][N:13]([C:15]([O:17][C:18]([CH3:21])([CH3:20])[CH3:19])=[O:16])[CH2:12]1.[Cl:22][C:23]1[C:24]([F:35])=[C:25](I)[C:26]([O:32][CH3:33])=[C:27]([C:29](=[O:31])[CH3:30])[CH:28]=1.O1C=CC=C1P(C1OC=CC=1)C1OC=CC=1, predict the reaction product. The product is: [C:29]([C:27]1[C:26]([O:32][CH3:33])=[C:25]([CH:11]2[CH2:14][N:13]([C:15]([O:17][C:18]([CH3:21])([CH3:20])[CH3:19])=[O:16])[CH2:12]2)[C:24]([F:35])=[C:23]([Cl:22])[CH:28]=1)(=[O:31])[CH3:30]. (2) Given the reactants Br[C:2]1[C:10]2[N:9]=[C:8]([CH3:11])[NH:7][C:6]=2[CH:5]=[CH:4][CH:3]=1.C([Li])CCC.C([O:19][C:20](=O)[C:21]([F:24])([F:23])[F:22])C, predict the reaction product. The product is: [F:22][C:21]([F:24])([F:23])[C:20]([C:2]1[C:10]2[N:9]=[C:8]([CH3:11])[NH:7][C:6]=2[CH:5]=[CH:4][CH:3]=1)=[O:19]. (3) Given the reactants [CH3:1][C:2]1([N:12]2[CH2:17][CH2:16][O:15][CH2:14][CH2:13]2)[CH2:11][CH2:10][C:5]2(OCC[O:6]2)[CH2:4][CH2:3]1.C(O)(=O)C.Cl.[OH-].[Na+], predict the reaction product. The product is: [CH3:1][C:2]1([N:12]2[CH2:17][CH2:16][O:15][CH2:14][CH2:13]2)[CH2:11][CH2:10][C:5](=[O:6])[CH2:4][CH2:3]1. (4) Given the reactants [Cl:1][C:2]1[N:3]=[C:4]([C:7]2[CH:12]=[CH:11][C:10]([NH:13][C:14](=[O:30])[O:15][CH2:16][CH:17]3[CH2:22][CH2:21][N:20]([CH2:23][CH:24]4[CH2:29][CH2:28][CH2:27][CH2:26][CH2:25]4)[CH2:19][CH2:18]3)=[CH:9][CH:8]=2)[S:5][CH:6]=1.[CH3:31][I:32], predict the reaction product. The product is: [I-:32].[Cl:1][C:2]1[N:3]=[C:4]([C:7]2[CH:12]=[CH:11][C:10]([NH:13][C:14]([O:15][CH2:16][CH:17]3[CH2:22][CH2:21][N+:20]([CH2:23][CH:24]4[CH2:29][CH2:28][CH2:27][CH2:26][CH2:25]4)([CH3:31])[CH2:19][CH2:18]3)=[O:30])=[CH:9][CH:8]=2)[S:5][CH:6]=1. (5) Given the reactants [CH3:1][N:2]1[CH2:7][CH2:6][CH:5]([CH2:8][CH2:9][CH2:10][N:11](C(OC(C)(C)C)=O)[C:12]([NH:21]C(OC(C)(C)C)=O)=[N:13]C(OC(C)(C)C)=O)[CH2:4][CH2:3]1.Cl, predict the reaction product. The product is: [CH3:1][N:2]1[CH2:3][CH2:4][CH:5]([CH2:8][CH2:9][CH2:10][NH:11][C:12]([NH2:21])=[NH:13])[CH2:6][CH2:7]1. (6) Given the reactants [Br:1][C:2]1[C:3]([F:14])=[CH:4][CH:5]=[C:6]2[C:11]=1[NH:10][C:9](=O)[C:8]([CH3:13])=[N:7]2.O=P(Cl)(Cl)[Cl:17], predict the reaction product. The product is: [Br:1][C:2]1[C:3]([F:14])=[CH:4][CH:5]=[C:6]2[C:11]=1[N:10]=[C:9]([Cl:17])[C:8]([CH3:13])=[N:7]2.